This data is from Catalyst prediction with 721,799 reactions and 888 catalyst types from USPTO. The task is: Predict which catalyst facilitates the given reaction. (1) Reactant: [NH2:1][C:2]1[N:7]=[C:6]([CH2:8][C:9]2[C:14]([Cl:15])=[CH:13][CH:12]=[CH:11][C:10]=2[Cl:16])[N:5]=[C:4]([NH:17][C:18]2[CH:25]=[CH:24][C:21]([C:22]#[N:23])=[CH:20][CH:19]=2)[N:3]=1.[H-].[Na+].[N:28]([CH:31]([CH3:33])[CH3:32])=[C:29]=[O:30]. Product: [C:22]([C:21]1[CH:20]=[CH:19][C:18]([NH:17][C:4]2[N:5]=[C:6]([CH2:8][C:9]3[C:14]([Cl:15])=[CH:13][CH:12]=[CH:11][C:10]=3[Cl:16])[N:7]=[C:2]([NH:1][C:29]([NH:28][CH:31]([CH3:33])[CH3:32])=[O:30])[N:3]=2)=[CH:25][CH:24]=1)#[N:23]. The catalyst class is: 3. (2) Reactant: [CH2:1]([N:3]1[CH2:8][CH2:7][C:6]([C:10]2[CH:15]=[CH:14][CH:13]=[C:12]([S:16][CH3:17])[C:11]=2[F:18])(O)[CH2:5][CH2:4]1)[CH3:2].S(=O)(=O)(O)O.C1(C)C=CC=CC=1. Product: [CH2:1]([N:3]1[CH2:4][CH:5]=[C:6]([C:10]2[CH:15]=[CH:14][CH:13]=[C:12]([S:16][CH3:17])[C:11]=2[F:18])[CH2:7][CH2:8]1)[CH3:2]. The catalyst class is: 6. (3) Reactant: F[C:2]1[C:3]([CH3:22])=[N:4][C:5]2[C:10]([N:11]=1)=[C:9]([C:12]1[NH:20][C:19]3[CH2:18][CH2:17][NH:16][C:15](=[O:21])[C:14]=3[CH:13]=1)[CH:8]=[CH:7][CH:6]=2.[N:23]1[CH:28]=[CH:27][N:26]=[CH:25][C:24]=1[CH:29]([NH2:31])[CH3:30].CCN(C(C)C)C(C)C. Product: [CH3:22][C:3]1[C:2]([NH:31][CH:29]([C:24]2[CH:25]=[N:26][CH:27]=[CH:28][N:23]=2)[CH3:30])=[N:11][C:10]2[C:5](=[CH:6][CH:7]=[CH:8][C:9]=2[C:12]2[NH:20][C:19]3[CH2:18][CH2:17][NH:16][C:15](=[O:21])[C:14]=3[CH:13]=2)[N:4]=1. The catalyst class is: 16. (4) Reactant: C([Li])CCC.[CH3:6][N:7]([CH3:16])[S:8]([N:11]1[CH:15]=[CH:14][N:13]=[CH:12]1)(=[O:10])=[O:9].Cl[Si:18]([CH2:23][CH3:24])([CH2:21][CH3:22])[CH2:19][CH3:20].[Cl:25][C:26]1[CH:51]=[CH:50][C:29]([C:30]([C:32]2[CH:33]=[C:34]3[C:39](=[CH:40][CH:41]=2)[N:38]([CH3:42])[C:37](=[O:43])[CH:36]=[C:35]3[C:44]2[CH:49]=[CH:48][CH:47]=[CH:46][CH:45]=2)=[O:31])=[CH:28][CH:27]=1. Product: [Cl:25][C:26]1[CH:27]=[CH:28][C:29]([C:30]([C:32]2[CH:33]=[C:34]3[C:39](=[CH:40][CH:41]=2)[N:38]([CH3:42])[C:37](=[O:43])[CH:36]=[C:35]3[C:44]2[CH:49]=[CH:48][CH:47]=[CH:46][CH:45]=2)([OH:31])[C:14]2[N:13]=[C:12]([Si:18]([CH2:23][CH3:24])([CH2:21][CH3:22])[CH2:19][CH3:20])[N:11]([S:8]([N:7]([CH3:16])[CH3:6])(=[O:9])=[O:10])[CH:15]=2)=[CH:50][CH:51]=1. The catalyst class is: 7. (5) Reactant: [NH2:1][C:2]1[N:29]=[CH:28][C:27]([Br:30])=[CH:26][C:3]=1[C:4]([C:6]1[N:11]=[C:10]([N:12]2[CH2:18][CH2:17][CH2:16][N:15](C(OC(C)(C)C)=O)[CH2:14][CH2:13]2)[CH:9]=[CH:8][CH:7]=1)=[O:5].Cl. Product: [N:12]1([C:10]2[N:11]=[C:6]([C:4]([C:3]3[C:2]([NH2:1])=[N:29][CH:28]=[C:27]([Br:30])[CH:26]=3)=[O:5])[CH:7]=[CH:8][CH:9]=2)[CH2:18][CH2:17][CH2:16][NH:15][CH2:14][CH2:13]1. The catalyst class is: 12. (6) Reactant: [CH3:1][C:2]1[CH:6]=[C:5]([CH3:7])[N:4]([CH2:8][C:9]([OH:11])=O)[N:3]=1.C(C1NC=CN=1)(C1NC=CN=1)=O.[N+:24]([C:27]1[CH:32]=[CH:31][CH:30]=[CH:29][C:28]=1[N:33]1[CH2:38][CH2:37][NH:36][CH2:35][CH2:34]1)([O-:26])=[O:25]. Product: [CH3:1][C:2]1[CH:6]=[C:5]([CH3:7])[N:4]([CH2:8][C:9]([N:36]2[CH2:37][CH2:38][N:33]([C:28]3[CH:29]=[CH:30][CH:31]=[CH:32][C:27]=3[N+:24]([O-:26])=[O:25])[CH2:34][CH2:35]2)=[O:11])[N:3]=1. The catalyst class is: 31. (7) Reactant: [CH3:1][O:2][C:3]1[CH:4]=[C:5]2[C:10](=[CH:11][C:12]=1[O:13][CH3:14])[N:9]=[CH:8][CH:7]=[C:6]2[O:15][C:16]1[CH:22]=[CH:21][C:19]([NH2:20])=[C:18]([C:23]([F:26])([F:25])[F:24])[CH:17]=1.C(N(CC)CC)C.ClC(Cl)(O[C:38](=[O:44])OC(Cl)(Cl)Cl)Cl.[S:46]1[CH:50]=[CH:49][N:48]=[C:47]1[C@H:51]([NH2:53])[CH3:52]. Product: [CH3:1][O:2][C:3]1[CH:4]=[C:5]2[C:10](=[CH:11][C:12]=1[O:13][CH3:14])[N:9]=[CH:8][CH:7]=[C:6]2[O:15][C:16]1[CH:22]=[CH:21][C:19]([NH:20][C:38]([NH:53][C@@H:51]([C:47]2[S:46][CH:50]=[CH:49][N:48]=2)[CH3:52])=[O:44])=[C:18]([C:23]([F:25])([F:26])[F:24])[CH:17]=1. The catalyst class is: 22. (8) Reactant: [F:1][C:2]1[C:3]([NH:14][C:15]([NH:17][C:18]2[CH:23]=[C:22]([C:24]([F:27])([F:26])[F:25])[CH:21]=[CH:20][C:19]=2[O:28][CH3:29])=[O:16])=[C:4](/[CH:8]=[CH:9]/[C:10]([O:12][CH3:13])=[O:11])[CH:5]=[CH:6][CH:7]=1. Product: [F:1][C:2]1[CH:7]=[CH:6][CH:5]=[C:4]2[C:3]=1[NH:14][C:15](=[O:16])[N:17]([C:18]1[CH:23]=[C:22]([C:24]([F:27])([F:26])[F:25])[CH:21]=[CH:20][C:19]=1[O:28][CH3:29])[CH:8]2[CH2:9][C:10]([O:12][CH3:13])=[O:11]. The catalyst class is: 21. (9) Reactant: [CH2:1]([O:8][C:9]([N:11]1[CH2:15][C@H:14]([OH:16])[C@@H:13]([CH2:17][OH:18])[CH2:12]1)=[O:10])[C:2]1[CH:7]=[CH:6][CH:5]=[CH:4][CH:3]=1.C1(P(C2C=CC=CC=2)C2C=CC=CC=2)C=CC=CC=1.C(O)(=O)C1C=CC=CC=1.N(C(OCC)=O)=NC(OCC)=O. Product: [CH2:1]([O:8][C:9]([N:11]1[CH2:15][C@@H:14]([OH:16])[C@@H:13]([CH2:17][OH:18])[CH2:12]1)=[O:10])[C:2]1[CH:7]=[CH:6][CH:5]=[CH:4][CH:3]=1. The catalyst class is: 7.